Task: Binary Classification. Given a drug SMILES string, predict its activity (active/inactive) in a high-throughput screening assay against a specified biological target.. Dataset: M1 muscarinic receptor agonist screen with 61,833 compounds (1) The result is 0 (inactive). The drug is s1c(c2n(CC(C)C)c(CCC(O)=O)cc2)ccc1. (2) The compound is Clc1ccc(N2C(CC(=O)N=C2Nc2nc(cc(n2)C)C)C(O)=O)cc1. The result is 0 (inactive). (3) The molecule is S=C(NCCc1ccccc1)n1ncc(c1)C. The result is 0 (inactive). (4) The compound is O=c1[nH]nc(c2c1cccc2)c1ccc(cc1)C(OC)=O. The result is 0 (inactive). (5) The drug is o1c(C(=O)Nc2cc(c3nc4n(c3)cccn4)ccc2)ccc1. The result is 0 (inactive).